Predict the reaction yield, written as a fraction of the theoretical maximum amount of product (1.0 means a 100% yield; for example, 0.34 means a 34% yield). From a dataset of Reaction yield outcomes from USPTO patents with 853,638 reactions. The reactants are Br[C:2]1[O:3][C:4]([CH:7]([O:10][CH3:11])[O:8][CH3:9])=[CH:5][CH:6]=1.[Li][CH2:13]CCC.CN(C)C=O.[S:22]1[CH2:26][C:25](=[O:27])[NH:24][C:23]1=[O:28].N1CCCCC1.Cl. The catalyst is O1CCCC1.O.C(O)C. The product is [CH3:9][O:8][CH:7]([O:10][CH3:11])[C:4]1[O:3][C:2]([CH:13]=[C:26]2[S:22][C:23](=[O:28])[NH:24][C:25]2=[O:27])=[CH:6][CH:5]=1. The yield is 0.270.